This data is from NCI-60 drug combinations with 297,098 pairs across 59 cell lines. The task is: Regression. Given two drug SMILES strings and cell line genomic features, predict the synergy score measuring deviation from expected non-interaction effect. (1) Drug 1: CCC1(CC2CC(C3=C(CCN(C2)C1)C4=CC=CC=C4N3)(C5=C(C=C6C(=C5)C78CCN9C7C(C=CC9)(C(C(C8N6C)(C(=O)OC)O)OC(=O)C)CC)OC)C(=O)OC)O.OS(=O)(=O)O. Drug 2: CCC1=C2CN3C(=CC4=C(C3=O)COC(=O)C4(CC)O)C2=NC5=C1C=C(C=C5)O. Cell line: K-562. Synergy scores: CSS=25.2, Synergy_ZIP=3.39, Synergy_Bliss=7.36, Synergy_Loewe=-14.8, Synergy_HSA=6.25. (2) Drug 2: C1=CC(=CC=C1C#N)C(C2=CC=C(C=C2)C#N)N3C=NC=N3. Synergy scores: CSS=0.840, Synergy_ZIP=8.81, Synergy_Bliss=2.62, Synergy_Loewe=-0.772, Synergy_HSA=-2.23. Drug 1: CC12CCC(CC1=CCC3C2CCC4(C3CC=C4C5=CN=CC=C5)C)O. Cell line: COLO 205. (3) Drug 1: C1=CC(=CC=C1CCC2=CNC3=C2C(=O)NC(=N3)N)C(=O)NC(CCC(=O)O)C(=O)O. Drug 2: C1CCC(C(C1)N)N.C(=O)(C(=O)[O-])[O-].[Pt+4]. Cell line: RPMI-8226. Synergy scores: CSS=55.3, Synergy_ZIP=-1.89, Synergy_Bliss=-3.45, Synergy_Loewe=0.192, Synergy_HSA=1.66.